From a dataset of Catalyst prediction with 721,799 reactions and 888 catalyst types from USPTO. Predict which catalyst facilitates the given reaction. (1) Reactant: [Cl:1][CH2:2][C:3](=O)[CH2:4]C(OCC)=O.[C:11]([OH:14])(=[O:13])[CH3:12].[CH2:15]([NH2:22])[C:16]1[CH:21]=[CH:20][CH:19]=[CH:18][CH:17]=1.[C:23]1(C)C=CC=C[CH:24]=1. Product: [Cl:1][CH2:2][C:3]([NH:22][CH2:15][C:16]1[CH:21]=[CH:20][CH:19]=[CH:18][CH:17]=1)=[CH:4][CH2:12][C:11]([O:14][CH2:23][CH3:24])=[O:13]. The catalyst class is: 8. (2) The catalyst class is: 11. Product: [S:4]1[CH:5]=[CH:6][N:7]=[C:3]1[C:11]([O:13][CH2:14][CH3:15])=[O:12]. Reactant: C[Si](C)(C)[C:3]1[S:4][CH:5]=[CH:6][N:7]=1.Cl[C:11]([O:13][CH2:14][CH3:15])=[O:12].C(=O)([O-])[O-].[Na+].[Na+]. (3) Reactant: [NH2:1][CH2:2][C:3](=[CH2:27])[C:4]([NH:6][C:7]1[CH:8]=[C:9]([C:13]2[C:14]3[C:21]([C:22]([O:24][CH2:25][CH3:26])=[O:23])=[CH:20][NH:19][C:15]=3[N:16]=[CH:17][N:18]=2)[CH:10]=[CH:11][CH:12]=1)=[O:5].C(N(CC)CC)C.[CH3:35][S:36](Cl)(=[O:38])=[O:37]. Product: [CH3:35][S:36]([NH:1][CH2:2][C:3](=[CH2:27])[C:4]([NH:6][C:7]1[CH:8]=[C:9]([C:13]2[C:14]3[C:21]([C:22]([O:24][CH2:25][CH3:26])=[O:23])=[CH:20][NH:19][C:15]=3[N:16]=[CH:17][N:18]=2)[CH:10]=[CH:11][CH:12]=1)=[O:5])(=[O:38])=[O:37]. The catalyst class is: 2. (4) Reactant: [CH:1]1([CH2:4][O:5][C:6]2[C:29]([CH2:30][N:31]([CH3:33])[CH3:32])=[CH:28][C:9]3[C:10]([CH2:13][CH2:14][CH:15]4[CH2:20][CH2:19][N:18](C(OC(C)(C)C)=O)[CH2:17][CH2:16]4)=[N:11][O:12][C:8]=3[CH:7]=2)[CH2:3][CH2:2]1.Cl. Product: [CH3:32][N:31]([CH2:30][C:29]1[C:6]([O:5][CH2:4][CH:1]2[CH2:2][CH2:3]2)=[CH:7][C:8]2[O:12][N:11]=[C:10]([CH2:13][CH2:14][CH:15]3[CH2:20][CH2:19][NH:18][CH2:17][CH2:16]3)[C:9]=2[CH:28]=1)[CH3:33]. The catalyst class is: 5. (5) Reactant: [OH-].[Na+].[Cl:3][C:4]1[CH:11]=[CH:10][C:7]([CH2:8][SH:9])=[CH:6][CH:5]=1.Cl[CH2:13][CH2:14][C:15]1[CH:20]=[CH:19][C:18]([F:21])=[CH:17][CH:16]=1. Product: [Cl:3][C:4]1[CH:11]=[CH:10][C:7]([CH2:8][S:9][CH2:13][CH2:14][C:15]2[CH:20]=[CH:19][C:18]([F:21])=[CH:17][CH:16]=2)=[CH:6][CH:5]=1. The catalyst class is: 5. (6) Reactant: N[C:2]1[S:3][C:4]2[C:9](=[O:10])[NH:8][N:7]=[CH:6][C:5]=2[N:11]=1.N([O-])=O.[Na+].[ClH:16]. Product: [Cl:16][C:2]1[S:3][C:4]2[C:9](=[O:10])[NH:8][N:7]=[CH:6][C:5]=2[N:11]=1. The catalyst class is: 6. (7) Reactant: [Cl:1][C:2]1[N:7]=[C:6](Cl)[CH:5]=[CH:4][N:3]=1.CC1(C)C(C)(C)OB([C:17]2[CH:21]=[CH:20][O:19][C:18]=2[CH3:22])O1.C(=O)([O-])[O-].[Na+].[Na+]. Product: [Cl:1][C:2]1[N:7]=[C:6]([C:17]2[CH:21]=[CH:20][O:19][C:18]=2[CH3:22])[CH:5]=[CH:4][N:3]=1. The catalyst class is: 70. (8) Reactant: [OH:1][CH2:2][C@H:3]([NH:5][C:6](=[O:12])[O:7][C:8]([CH3:11])([CH3:10])[CH3:9])[CH3:4].C(N(CC)CC)C.[CH3:20][C:21]1[CH:26]=[CH:25][C:24]([S:27](Cl)(=[O:29])=[O:28])=[CH:23][CH:22]=1. Product: [CH3:20][C:21]1[CH:26]=[CH:25][C:24]([S:27]([O:1][CH2:2][C@H:3]([NH:5][C:6]([O:7][C:8]([CH3:11])([CH3:10])[CH3:9])=[O:12])[CH3:4])(=[O:29])=[O:28])=[CH:23][CH:22]=1. The catalyst class is: 119.